From a dataset of NCI-60 drug combinations with 297,098 pairs across 59 cell lines. Regression. Given two drug SMILES strings and cell line genomic features, predict the synergy score measuring deviation from expected non-interaction effect. (1) Drug 1: CC12CCC3C(C1CCC2=O)CC(=C)C4=CC(=O)C=CC34C. Drug 2: CN1C(=O)N2C=NC(=C2N=N1)C(=O)N. Cell line: NCI-H522. Synergy scores: CSS=16.4, Synergy_ZIP=3.62, Synergy_Bliss=4.97, Synergy_Loewe=-16.2, Synergy_HSA=0.858. (2) Drug 1: C1C(C(OC1N2C=NC3=C(N=C(N=C32)Cl)N)CO)O. Drug 2: CC1CCC2CC(C(=CC=CC=CC(CC(C(=O)C(C(C(=CC(C(=O)CC(OC(=O)C3CCCCN3C(=O)C(=O)C1(O2)O)C(C)CC4CCC(C(C4)OC)O)C)C)O)OC)C)C)C)OC. Cell line: HCT116. Synergy scores: CSS=21.8, Synergy_ZIP=-2.82, Synergy_Bliss=-1.96, Synergy_Loewe=-12.5, Synergy_HSA=-2.52.